This data is from Catalyst prediction with 721,799 reactions and 888 catalyst types from USPTO. The task is: Predict which catalyst facilitates the given reaction. (1) Reactant: [CH3:1][N:2]1[C:6]([CH3:7])=[C:5]([C:8]([OH:10])=O)[C:4](=[O:11])[N:3]1[C:12]1[CH:17]=[CH:16][CH:15]=[CH:14][CH:13]=1.C1C=NC2N(O)N=NC=2C=1.CCN=C=NCCCN(C)C.CCN(CC)CC.[NH2:46][C:47]1[CH:52]=[CH:51][C:50]([OH:53])=[CH:49][CH:48]=1. Product: [OH:53][C:50]1[CH:51]=[CH:52][C:47]([NH:46][C:8]([C:5]2[C:4](=[O:11])[N:3]([C:12]3[CH:17]=[CH:16][CH:15]=[CH:14][CH:13]=3)[N:2]([CH3:1])[C:6]=2[CH3:7])=[O:10])=[CH:48][CH:49]=1. The catalyst class is: 3. (2) Reactant: [C:1]([O:4][C:5]1[CH:6]=[C:7]2[C:12](=[C:13]([F:15])[CH:14]=1)[NH:11][C:10](=[O:16])[CH2:9][CH2:8]2)(=[O:3])[CH3:2].C(C1C(=O)C(Cl)=C(Cl)C(=O)C=1C#N)#N. Product: [C:1]([O:4][C:5]1[CH:6]=[C:7]2[C:12](=[C:13]([F:15])[CH:14]=1)[N:11]=[C:10]([OH:16])[CH:9]=[CH:8]2)(=[O:3])[CH3:2]. The catalyst class is: 11. (3) Reactant: [N:1]1([C:5]([C:7]2[CH:8]=[C:9]([Cl:30])[C:10]([O:13][C:14]3[CH:15]=[C:16]([CH:21]=[C:22]([O:24][C@@H:25]([CH3:29])[CH2:26][O:27][CH3:28])[CH:23]=3)[C:17]([O:19]C)=[O:18])=[N:11][CH:12]=2)=[O:6])[CH2:4][CH2:3][CH2:2]1.CO.[OH-].[Li+].O. Product: [N:1]1([C:5]([C:7]2[CH:8]=[C:9]([Cl:30])[C:10]([O:13][C:14]3[CH:15]=[C:16]([CH:21]=[C:22]([O:24][C@@H:25]([CH3:29])[CH2:26][O:27][CH3:28])[CH:23]=3)[C:17]([OH:19])=[O:18])=[N:11][CH:12]=2)=[O:6])[CH2:4][CH2:3][CH2:2]1. The catalyst class is: 1. (4) Product: [CH:2]1([N:5]([CH:19]2[CH2:24][CH2:23][N:22]([C:26]3[C:31]([F:32])=[CH:30][C:29]([C:33]([F:36])([F:34])[F:35])=[CH:28][N:27]=3)[CH2:21][CH2:20]2)[C:6](=[O:18])[C:7]2[CH:8]=[CH:9][C:10]([C:13]3[O:17][CH:16]=[N:15][CH:14]=3)=[CH:11][CH:12]=2)[CH2:4][CH2:3]1. The catalyst class is: 60. Reactant: Cl.[CH:2]1([N:5]([CH:19]2[CH2:24][CH2:23][NH:22][CH2:21][CH2:20]2)[C:6](=[O:18])[C:7]2[CH:12]=[CH:11][C:10]([C:13]3[O:17][CH:16]=[N:15][CH:14]=3)=[CH:9][CH:8]=2)[CH2:4][CH2:3]1.F[C:26]1[C:31]([F:32])=[CH:30][C:29]([C:33]([F:36])([F:35])[F:34])=[CH:28][N:27]=1. (5) Reactant: [F:1][C:2]1[CH:7]=[CH:6][C:5]([C:8]2[O:9][C:10]3[CH:20]=[C:19]([N:21]([CH3:26])[S:22]([CH3:25])(=[O:24])=[O:23])[C:18]([C@@H:27]4[CH2:32][CH2:31][CH2:30][NH:29][CH2:28]4)=[CH:17][C:11]=3[C:12]=2[C:13]([NH:15][CH3:16])=[O:14])=[CH:4][CH:3]=1.[CH2:33]([N:35]1[C:43]2[C:38](=[C:39]([F:44])[CH:40]=[CH:41][CH:42]=2)[CH:37]=[C:36]1[C:45](O)=[O:46])[CH3:34].C(N(CC)C(C)C)(C)C.CN(C)CCCN=C=NCC. Product: [CH2:33]([N:35]1[C:43]2[C:38](=[C:39]([F:44])[CH:40]=[CH:41][CH:42]=2)[CH:37]=[C:36]1[C:45]([N:29]1[CH2:30][CH2:31][CH2:32][C@@H:27]([C:18]2[C:19]([N:21]([CH3:26])[S:22]([CH3:25])(=[O:24])=[O:23])=[CH:20][C:10]3[O:9][C:8]([C:5]4[CH:6]=[CH:7][C:2]([F:1])=[CH:3][CH:4]=4)=[C:12]([C:13]([NH:15][CH3:16])=[O:14])[C:11]=3[CH:17]=2)[CH2:28]1)=[O:46])[CH3:34]. The catalyst class is: 79. (6) Reactant: [C:1]([C@@H:9]1[CH2:13][CH:12]([CH2:14][C:15]2[CH:20]=[CH:19][C:18]([C:21]3[CH:26]=[CH:25][CH:24]=[CH:23][CH:22]=3)=[CH:17][CH:16]=2)[N:11](/[CH:27]=[CH:28]/[C:29]2[CH:34]=[CH:33][CH:32]=[CH:31][CH:30]=2)[C:10]1=[O:35])(=O)C1C=CC=CC=1.CCN(C(C)C)C(C)C.[Li+].[Cl-].C=O. Product: [C:18]1([C:21]2[CH:22]=[CH:23][CH:24]=[CH:25][CH:26]=2)[CH:17]=[CH:16][C:15]([CH2:14][C@H:12]2[N:11](/[CH:27]=[CH:28]/[C:29]3[CH:30]=[CH:31][CH:32]=[CH:33][CH:34]=3)[C:10](=[O:35])[C:9](=[CH2:1])[CH2:13]2)=[CH:20][CH:19]=1. The catalyst class is: 207. (7) Reactant: [F:1][C:2]1[CH:11]=[C:10]2[C:5]([C:6]([NH:19][C:20]3[CH:21]=[C:22]([CH:27]=[C:28]([N:30]4[CH2:35][CH2:34][O:33][CH2:32][CH2:31]4)[CH:29]=3)[C:23]([O:25]C)=[O:24])=[C:7]([CH3:18])[C:8]([C:12]3[CH:17]=[CH:16][CH:15]=[CH:14][N:13]=3)=[N:9]2)=[CH:4][CH:3]=1.CO.[OH-].[Li+]. Product: [F:1][C:2]1[CH:11]=[C:10]2[C:5]([C:6]([NH:19][C:20]3[CH:21]=[C:22]([CH:27]=[C:28]([N:30]4[CH2:35][CH2:34][O:33][CH2:32][CH2:31]4)[CH:29]=3)[C:23]([OH:25])=[O:24])=[C:7]([CH3:18])[C:8]([C:12]3[CH:17]=[CH:16][CH:15]=[CH:14][N:13]=3)=[N:9]2)=[CH:4][CH:3]=1. The catalyst class is: 1.